Dataset: Catalyst prediction with 721,799 reactions and 888 catalyst types from USPTO. Task: Predict which catalyst facilitates the given reaction. (1) Reactant: [C:9](O[C:9]([O:11][C:12]([CH3:15])([CH3:14])[CH3:13])=[O:10])([O:11][C:12]([CH3:15])([CH3:14])[CH3:13])=[O:10].Cl.[NH:17]1[CH2:20][C:19]([CH2:23][OH:24])([CH2:21][OH:22])[CH2:18]1. Product: [OH:22][CH2:21][C:19]1([CH2:23][OH:24])[CH2:20][N:17]([C:9]([O:11][C:12]([CH3:13])([CH3:14])[CH3:15])=[O:10])[CH2:18]1. The catalyst class is: 5. (2) Reactant: [NH2:1][C:2]([C:5]1[CH:10]=[CH:9][C:8]([C:11]2[C:16]([C:17]#[N:18])=[CH:15][N:14]=[C:13]([NH:19][C:20]3[CH:25]=[CH:24][C:23]([F:26])=[CH:22][CH:21]=3)[N:12]=2)=[CH:7][CH:6]=1)([CH3:4])[CH3:3].N1C=CC=CC=1.[C:33](OC(=O)C)(=[O:35])[CH3:34]. Product: [C:33]([NH:1][C:2]([C:5]1[CH:10]=[CH:9][C:8]([C:11]2[C:16]([C:17]#[N:18])=[CH:15][N:14]=[C:13]([NH:19][C:20]3[CH:21]=[CH:22][C:23]([F:26])=[CH:24][CH:25]=3)[N:12]=2)=[CH:7][CH:6]=1)([CH3:4])[CH3:3])(=[O:35])[CH3:34]. The catalyst class is: 22. (3) Reactant: [N+:1]([C:4]1[CH:9]=[CH:8][C:7]([N:10]2[C:19]3[N:20]4[CH:26]=[C:25]([O:27][CH2:28][CH2:29][O:30]C(=O)C)[CH:24]=[CH:23][C:21]4=[N:22][C:18]=3[C:17]3[C:12](=[CH:13][CH:14]=[CH:15][CH:16]=3)[C:11]2=[O:34])=[CH:6][CH:5]=1)([O-:3])=[O:2]. Product: [OH:30][CH2:29][CH2:28][O:27][C:25]1[CH:24]=[CH:23][C:21]2[N:20]([CH:26]=1)[C:19]1[N:10]([C:7]3[CH:8]=[CH:9][C:4]([N+:1]([O-:3])=[O:2])=[CH:5][CH:6]=3)[C:11](=[O:34])[C:12]3[C:17]([C:18]=1[N:22]=2)=[CH:16][CH:15]=[CH:14][CH:13]=3. The catalyst class is: 33. (4) Reactant: [Br:1][CH2:2][C@@H:3]1[C@@H:7](O)[CH2:6][N:5]([C:9]([O:11][C:12]([CH3:15])([CH3:14])[CH3:13])=[O:10])[CH2:4]1.C(N(S(F)(F)[F:22])CC)C.C(=O)(O)[O-].[Na+]. Product: [Br:1][CH2:2][C@@H:3]1[C@H:7]([F:22])[CH2:6][N:5]([C:9]([O:11][C:12]([CH3:15])([CH3:14])[CH3:13])=[O:10])[CH2:4]1. The catalyst class is: 4. (5) Reactant: [Cl:1][C:2]1[C:3](=[O:16])[N:4]([C:10]2[CH:15]=[CH:14][CH:13]=[CH:12][CH:11]=2)[N:5]([CH3:9])[C:6]=1[CH2:7][CH3:8].[Br:17]N1C(=O)CCC1=O. Product: [Br:17][CH:7]([C:6]1[N:5]([CH3:9])[N:4]([C:10]2[CH:15]=[CH:14][CH:13]=[CH:12][CH:11]=2)[C:3](=[O:16])[C:2]=1[Cl:1])[CH3:8]. The catalyst class is: 53. (6) Reactant: [C:1]([O:4][CH2:5][CH2:6][O:7][C:8]1[CH:31]=[CH:30][C:11]([C:12]([N:14]2[C:20]3[CH:21]=[CH:22][CH:23]=[CH:24][C:19]=3[CH2:18][N:17]([CH2:25][C:26](O)=[O:27])[C:16](=[O:29])[CH2:15]2)=[O:13])=[C:10]([Cl:32])[CH:9]=1)(=[O:3])[CH3:2].[C:33]([NH:37][NH2:38])(=[O:36])[CH2:34][CH3:35].O.OC1C2N=NNC=2C=CC=1.Cl.C(N=C=NCCCN(C)C)C. Product: [C:1]([O:4][CH2:5][CH2:6][O:7][C:8]1[CH:31]=[CH:30][C:11]([C:12]([N:14]2[C:20]3[CH:21]=[CH:22][CH:23]=[CH:24][C:19]=3[CH2:18][N:17]([CH2:25][C:26](=[O:27])[NH:38][NH:37][C:33](=[O:36])[CH2:34][CH3:35])[C:16](=[O:29])[CH2:15]2)=[O:13])=[C:10]([Cl:32])[CH:9]=1)(=[O:3])[CH3:2]. The catalyst class is: 288. (7) Reactant: [O:1]1[CH2:6][CH2:5][N:4]([C:7]2[N:12]=[C:11]([N:13]3[CH2:18][CH2:17][O:16][CH2:15][CH2:14]3)[N:10]=[C:9]([C:19]3[CH:24]=[CH:23][C:22]([NH:25][C:26](=[O:37])[NH:27][C:28]4[CH:36]=[CH:35][C:31]([C:32]([OH:34])=O)=[CH:30][CH:29]=4)=[CH:21][CH:20]=3)[N:8]=2)[CH2:3][CH2:2]1.CCN(C(C)C)C(C)C.CN(C(ON1N=NC2C=CC=CC1=2)=[N+](C)C)C.F[P-](F)(F)(F)(F)F.[NH:71]1[CH2:76][CH2:75][CH:74]([N:77]2[CH2:82][CH2:81][O:80][CH2:79][CH2:78]2)[CH2:73][CH2:72]1. Product: [O:1]1[CH2:6][CH2:5][N:4]([C:7]2[N:12]=[C:11]([N:13]3[CH2:14][CH2:15][O:16][CH2:17][CH2:18]3)[N:10]=[C:9]([C:19]3[CH:20]=[CH:21][C:22]([NH:25][C:26]([NH:27][C:28]4[CH:29]=[CH:30][C:31]([C:32]([N:71]5[CH2:76][CH2:75][CH:74]([N:77]6[CH2:82][CH2:81][O:80][CH2:79][CH2:78]6)[CH2:73][CH2:72]5)=[O:34])=[CH:35][CH:36]=4)=[O:37])=[CH:23][CH:24]=3)[N:8]=2)[CH2:3][CH2:2]1. The catalyst class is: 37.